Dataset: Full USPTO retrosynthesis dataset with 1.9M reactions from patents (1976-2016). Task: Predict the reactants needed to synthesize the given product. (1) Given the product [CH3:9][O:8][Si:5]([O:10][CH3:11])([O:6][CH3:7])[CH2:4][CH2:3][CH2:2][NH:1][CH2:13][CH2:14][CH2:15][Si:16]([O:21][CH3:22])([O:19][CH3:20])[O:17][CH3:18], predict the reactants needed to synthesize it. The reactants are: [NH2:1][CH2:2][CH2:3][CH2:4][Si:5]([O:10][CH3:11])([O:8][CH3:9])[O:6][CH3:7].Cl[CH2:13][CH2:14][CH2:15][Si:16]([O:21][CH3:22])([O:19][CH3:20])[O:17][CH3:18].C(N)CN. (2) Given the product [NH2:4][C:5]1[C:10]([C:11]([OH:27])=[O:12])=[N:9][C:8]([N:13]2[CH2:18][CH2:17][N:16]([C:19]([O:21][C:22]([CH3:23])([CH3:25])[CH3:24])=[O:20])[CH2:15][CH2:14]2)=[CH:7][N:6]=1, predict the reactants needed to synthesize it. The reactants are: CN1[C:11](=[O:12])[C:10]2[C:5](=[N:6][CH:7]=[C:8]([N:13]3[CH2:18][CH2:17][N:16]([C:19]([O:21][C:22]([CH3:25])([CH3:24])[CH3:23])=[O:20])[CH2:15][CH2:14]3)[N:9]=2)[N:4]=C1.C[OH:27].